Dataset: Catalyst prediction with 721,799 reactions and 888 catalyst types from USPTO. Task: Predict which catalyst facilitates the given reaction. (1) Reactant: [ClH:1].[C:2]([C:4]1[CH:13]=[CH:12][C:7]([C:8]([O:10][CH3:11])=[O:9])=[C:6]([N+:14]([O-])=O)[CH:5]=1)#[N:3].[H][H]. Product: [Cl-:1].[NH2:14][C:6]1[CH:5]=[C:4]([CH:13]=[CH:12][C:7]=1[C:8]([O:10][CH3:11])=[O:9])[CH2:2][NH3+:3]. The catalyst class is: 458. (2) Reactant: C(OC(=O)[NH:7][C@@H:8]1[CH2:12][CH2:11][N:10]([CH2:13][C:14]#[C:15][C:16]2[N:24]=[C:23]3[C:19]([N:20]=[CH:21][N:22]3[C@@H:25]3[CH2:29][C@H:28]([NH:30][C:31](=[O:34])[CH2:32][OH:33])[C@@H:27]([OH:35])[C@H:26]3[OH:36])=[C:18]([NH:37][C@H:38]([CH2:46][OH:47])[CH2:39][C:40]3[CH:45]=[CH:44][CH:43]=[CH:42][CH:41]=3)[N:17]=2)[CH2:9]1)(C)(C)C. Product: [NH2:7][C@@H:8]1[CH2:12][CH2:11][N:10]([CH2:13][C:14]#[C:15][C:16]2[N:24]=[C:23]3[C:19]([N:20]=[CH:21][N:22]3[C@@H:25]3[CH2:29][C@H:28]([NH:30][C:31](=[O:34])[CH2:32][OH:33])[C@@H:27]([OH:35])[C@H:26]3[OH:36])=[C:18]([NH:37][C@H:38]([CH2:46][OH:47])[CH2:39][C:40]3[CH:45]=[CH:44][CH:43]=[CH:42][CH:41]=3)[N:17]=2)[CH2:9]1. The catalyst class is: 209. (3) Reactant: [F:1][C:2]1[CH:7]=[CH:6][C:5]([C:8]2[N:9]=[C:10]([CH:14]3[CH2:19][CH2:18][N:17]([C:20]4[N:25]=[CH:24][N:23]=[C:22]5[NH:26][N:27]=[CH:28][C:21]=45)[CH2:16][CH2:15]3)[N:11]([CH3:13])[CH:12]=2)=[CH:4][C:3]=1[C:29]([F:32])([F:31])[F:30].O.[C:34]1([CH3:44])[CH:39]=[CH:38][C:37]([S:40]([OH:43])(=[O:42])=[O:41])=[CH:36][CH:35]=1. Product: [C:34]1([CH3:44])[CH:35]=[CH:36][C:37]([S:40]([OH:43])(=[O:41])=[O:42])=[CH:38][CH:39]=1.[F:1][C:2]1[CH:7]=[CH:6][C:5]([C:8]2[N:9]=[C:10]([CH:14]3[CH2:19][CH2:18][N:17]([C:20]4[N:25]=[CH:24][N:23]=[C:22]5[NH:26][N:27]=[CH:28][C:21]=45)[CH2:16][CH2:15]3)[N:11]([CH3:13])[CH:12]=2)=[CH:4][C:3]=1[C:29]([F:31])([F:30])[F:32]. The catalyst class is: 5. (4) Reactant: C(N1C=CN=C1)(N1C=CN=C1)=O.[F:13][C:14]([F:22])([F:21])[C:15]1([C:18](O)=[O:19])[CH2:17][CH2:16]1.[CH2:23]([O:25][C:26]([CH:28]1[CH2:33][CH2:32][NH:31][CH2:30][CH2:29]1)=[O:27])[CH3:24]. Product: [CH2:23]([O:25][C:26]([CH:28]1[CH2:33][CH2:32][N:31]([C:18]([C:15]2([C:14]([F:22])([F:21])[F:13])[CH2:17][CH2:16]2)=[O:19])[CH2:30][CH2:29]1)=[O:27])[CH3:24]. The catalyst class is: 7. (5) Reactant: [CH3:1][C:2]1[O:3][CH:4]=[CH:5][CH:6]=1.[Li]CCCC.[F:12][C:13]1[CH:14]=[C:15]([CH:18]=[C:19]([C:21]([F:24])([F:23])[F:22])[CH:20]=1)[C:16]#[N:17].C[Si](Cl)(C)C.[CH2:30]([Mg]Cl)[C:31]1[CH:36]=[CH:35][CH:34]=[CH:33][CH:32]=1. Product: [F:12][C:13]1[CH:14]=[C:15]([C:16]([C:4]2[O:3][C:2]([CH3:1])=[CH:6][CH:5]=2)([NH2:17])[CH2:30][C:31]2[CH:36]=[CH:35][CH:34]=[CH:33][CH:32]=2)[CH:18]=[C:19]([C:21]([F:22])([F:23])[F:24])[CH:20]=1. The catalyst class is: 28. (6) Reactant: [F:1][C:2]1[CH:3]=[C:4]([NH:9][C:10]([NH:12][C:13](=[O:22])[CH2:14][C:15]2[CH:20]=[CH:19][C:18]([F:21])=[CH:17][CH:16]=2)=[S:11])[CH:5]=[CH:6][C:7]=1[OH:8].Cl[C:24]1[C:25]2[S:32][CH:31]=[C:30]([CH3:33])[C:26]=2[N:27]=[CH:28][N:29]=1.N12CCN(CC1)CC2. Product: [F:1][C:2]1[CH:3]=[C:4]([NH:9][C:10]([NH:12][C:13](=[O:22])[CH2:14][C:15]2[CH:16]=[CH:17][C:18]([F:21])=[CH:19][CH:20]=2)=[S:11])[CH:5]=[CH:6][C:7]=1[O:8][C:24]1[CH:25]2[S:32][CH:31]=[C:30]([CH3:33])[CH:26]2[N:27]=[CH:28][N:29]=1. The catalyst class is: 23. (7) Reactant: C(=O)([O-])[O-].[K+].[K+].[CH3:7][CH2:8][CH2:9]Br.[CH:11]12[NH:18][CH:15]([CH2:16][CH2:17]1)[CH2:14][CH:13]([NH:19][C:20]1[C:21]([CH3:29])=[C:22]3[C:26](=[CH:27][CH:28]=1)[NH:25][N:24]=[CH:23]3)[CH2:12]2. Product: [CH2:9]([N:18]1[CH:15]2[CH2:16][CH2:17][CH:11]1[CH2:12][CH:13]([NH:19][C:20]1[C:21]([CH3:29])=[C:22]3[C:26](=[CH:27][CH:28]=1)[NH:25][N:24]=[CH:23]3)[CH2:14]2)[CH2:8][CH3:7]. The catalyst class is: 9. (8) Reactant: [Br:1][C:2]1[CH:11]=[CH:10][C:5]([C:6](OC)=[O:7])=[CH:4][C:3]=1[CH3:12].[BH4-].[Li+]. Product: [Br:1][C:2]1[CH:11]=[CH:10][C:5]([CH2:6][OH:7])=[CH:4][C:3]=1[CH3:12]. The catalyst class is: 7. (9) Reactant: Br[CH2:2][C:3]([C:5]1[CH:10]=[CH:9][C:8]([S:11][C:12]2[CH:17]=[CH:16][CH:15]=[CH:14][C:13]=2[CH:18]([CH3:20])[CH3:19])=[C:7]([Cl:21])[C:6]=1[Cl:22])=O.[C:23]([N:26]1[CH2:31][CH2:30][N:29]([C:32](=[O:34])[CH3:33])[CH2:28][CH2:27]1)(=[S:25])[NH2:24]. Product: [Cl:22][C:6]1[C:7]([Cl:21])=[C:8]([S:11][C:12]2[CH:17]=[CH:16][CH:15]=[CH:14][C:13]=2[CH:18]([CH3:20])[CH3:19])[CH:9]=[CH:10][C:5]=1[C:3]1[N:24]=[C:23]([N:26]2[CH2:31][CH2:30][N:29]([C:32](=[O:34])[CH3:33])[CH2:28][CH2:27]2)[S:25][CH:2]=1. The catalyst class is: 3.